This data is from Full USPTO retrosynthesis dataset with 1.9M reactions from patents (1976-2016). The task is: Predict the reactants needed to synthesize the given product. (1) Given the product [CH3:1][O:2][C:3]([C:5]1([S:11]([C:14]2[CH:15]=[CH:16][C:17]([O:20][CH2:21][C:22]#[C:23][CH3:24])=[CH:18][CH:19]=2)(=[O:13])=[O:12])[CH2:10][CH2:9][N:8]([C:38](=[O:39])[C:37]2[CH:41]=[CH:42][C:34]([O:33][CH3:32])=[CH:35][CH:36]=2)[CH2:7][CH2:6]1)=[O:4], predict the reactants needed to synthesize it. The reactants are: [CH3:1][O:2][C:3]([C:5]1([S:11]([C:14]2[CH:19]=[CH:18][C:17]([O:20][CH2:21][C:22]#[C:23][CH3:24])=[CH:16][CH:15]=2)(=[O:13])=[O:12])[CH2:10][CH2:9][NH:8][CH2:7][CH2:6]1)=[O:4].C(N(CC)CC)C.[CH3:32][O:33][C:34]1[CH:42]=[CH:41][C:37]([C:38](Cl)=[O:39])=[CH:36][CH:35]=1.CN(C1C=CC=CN=1)C. (2) Given the product [C:11]([O:15][C:16](=[O:25])[C@@H:17]([NH:24][CH:2]([C:4]1[CH:9]=[CH:8][C:7]([Br:10])=[CH:6][CH:5]=1)[CH3:1])[CH2:18][O:19][C:20]([CH3:23])([CH3:22])[CH3:21])([CH3:14])([CH3:12])[CH3:13], predict the reactants needed to synthesize it. The reactants are: [CH3:1][C:2]([C:4]1[CH:9]=[CH:8][C:7]([Br:10])=[CH:6][CH:5]=1)=O.[C:11]([O:15][C:16](=[O:25])[C@@H:17]([NH2:24])[CH2:18][O:19][C:20]([CH3:23])([CH3:22])[CH3:21])([CH3:14])([CH3:13])[CH3:12].B(F)(F)F.[BH4-].[Na+].[OH-].[Na+].